From a dataset of Catalyst prediction with 721,799 reactions and 888 catalyst types from USPTO. Predict which catalyst facilitates the given reaction. (1) Reactant: C([Si](C)(C)[O:6][CH2:7][CH2:8][CH2:9][CH2:10][O:11][C:12]1[C:38]([O:39][CH3:40])=[CH:37][C:15]2[NH:16][C:17](=[O:36])[C:18]3[CH:24]=[CH:23][C:22]([C:25]4[CH:30]=[CH:29][C:28]([N+:31]([O-:33])=[O:32])=[C:27]([O:34][CH3:35])[CH:26]=4)=[CH:21][C:19]=3[NH:20][C:14]=2[CH:13]=1)(C)(C)C.[N+](CC)(CC)(CC)CC.[F-].O. Product: [OH:6][CH2:7][CH2:8][CH2:9][CH2:10][O:11][C:12]1[C:38]([O:39][CH3:40])=[CH:37][C:15]2[NH:16][C:17](=[O:36])[C:18]3[CH:24]=[CH:23][C:22]([C:25]4[CH:30]=[CH:29][C:28]([N+:31]([O-:33])=[O:32])=[C:27]([O:34][CH3:35])[CH:26]=4)=[CH:21][C:19]=3[NH:20][C:14]=2[CH:13]=1. The catalyst class is: 1. (2) Reactant: C(P(C(C)(C)C)C1C=CC=CC=1C1C=CC=CC=1)(C)(C)C.C(N(CC)CC)C.[C:29]([O:33][CH2:34][CH3:35])(=[O:32])[CH:30]=[CH2:31].Cl[C:37]1[N:42]=[C:41]([O:43][CH3:44])[C:40]([N+:45]([O-:47])=[O:46])=[CH:39][CH:38]=1. Product: [CH3:44][O:43][C:41]1[N:42]=[C:37](/[CH:31]=[CH:30]/[C:29]([O:33][CH2:34][CH3:35])=[O:32])[CH:38]=[CH:39][C:40]=1[N+:45]([O-:47])=[O:46]. The catalyst class is: 274. (3) Reactant: [NH2:1][C@H:2]([C:13]1[CH:18]=[CH:17][CH:16]=[CH:15][CH:14]=1)[CH2:3][NH:4][C:5]([CH:7]1[CH2:12][CH2:11][O:10][CH2:9][CH2:8]1)=O.B.C1COCC1.CO. Product: [C:13]1([C@@H:2]([NH2:1])[CH2:3][NH:4][CH2:5][CH:7]2[CH2:12][CH2:11][O:10][CH2:9][CH2:8]2)[CH:14]=[CH:15][CH:16]=[CH:17][CH:18]=1. The catalyst class is: 1. (4) Reactant: [CH3:1][C:2]1[N:3]=[CH:4][O:5][C:6]=1[CH2:7][NH:8][C:9]([C:11]1[CH:15]=[C:14]([NH:16][C:17](=[O:27])[C:18]2[CH:23]=[C:22]([F:24])[C:21]([F:25])=[CH:20][C:19]=2[Cl:26])[NH:13][N:12]=1)=[O:10].[ClH:28].C(OCC)(=O)C.C(OCC)(=O)C. Product: [ClH:26].[CH3:1][C:2]1[N:3]=[CH:4][O:5][C:6]=1[CH2:7][NH:8][C:9]([C:11]1[CH:15]=[C:14]([NH:16][C:17](=[O:27])[C:18]2[CH:23]=[C:22]([F:24])[C:21]([F:25])=[CH:20][C:19]=2[Cl:26])[NH:13][N:12]=1)=[O:10].[ClH:28].[ClH:26].[Cl:26][C:19]1[CH:20]=[C:21]([F:25])[C:22]([F:24])=[CH:23][C:18]=1[C:17]([NH:16][C:14]1[NH:13][N:12]=[C:11]([C:9]([NH:8][CH2:7][C:6]2[O:5][CH:4]=[N:3][C:2]=2[CH3:1])=[O:10])[CH:15]=1)=[O:27]. The catalyst class is: 5. (5) Reactant: [NH2:1][C:2]1[N:7]=[CH:6][N:5]=[C:4]2[N:8]([CH:12]([C:14]3[C:15]([O:33][CH2:34][CH3:35])=[C:16]([CH:22]4[CH2:25][N:24](C(OC(C)(C)C)=O)[CH2:23]4)[C:17]([F:21])=[C:18]([Cl:20])[CH:19]=3)[CH3:13])[N:9]=[C:10]([CH3:11])[C:3]=12.[ClH:36].O1CCOCC1. Product: [ClH:20].[ClH:36].[NH:24]1[CH2:23][CH:22]([C:16]2[C:15]([O:33][CH2:34][CH3:35])=[C:14]([CH:12]([N:8]3[C:4]4=[N:5][CH:6]=[N:7][C:2]([NH2:1])=[C:3]4[C:10]([CH3:11])=[N:9]3)[CH3:13])[CH:19]=[C:18]([Cl:20])[C:17]=2[F:21])[CH2:25]1. The catalyst class is: 4.